Dataset: Catalyst prediction with 721,799 reactions and 888 catalyst types from USPTO. Task: Predict which catalyst facilitates the given reaction. (1) Reactant: C([O:5][C:6](=[O:37])[CH2:7][N:8]1[CH:12]=[C:11]([NH:13][C:14]2[N:36]=[C:17]3[C:18]([C:22]4[CH2:23][CH2:24][N:25]([C:28](=[O:35])[CH2:29][CH2:30][C:31]([F:34])([F:33])[F:32])[CH2:26][CH:27]=4)=[CH:19][CH:20]=[CH:21][N:16]3[N:15]=2)[CH:10]=[N:9]1)(C)(C)C. Product: [F:34][C:31]([F:32])([F:33])[CH2:30][CH2:29][C:28]([N:25]1[CH2:26][CH:27]=[C:22]([C:18]2[C:17]3[N:16]([N:15]=[C:14]([NH:13][C:11]4[CH:10]=[N:9][N:8]([CH2:7][C:6]([OH:37])=[O:5])[CH:12]=4)[N:36]=3)[CH:21]=[CH:20][CH:19]=2)[CH2:23][CH2:24]1)=[O:35]. The catalyst class is: 157. (2) Reactant: C(O)(=O)C.[F-].C([N+](CCCC)(CCCC)CCCC)CCC.C1COCC1.[Si]([O:35][C@H:36]1[CH2:40][N:39]([C:41]([O:43][CH2:44][C:45]2[CH:50]=[CH:49][C:48]([N+:51]([O-:53])=[O:52])=[CH:47][CH:46]=2)=[O:42])[C@H:38]([C:54]([C:56]2[N:57]=[CH:58][N:59]3[CH:63]=[C:62]([C:64]4[C@H:65]([CH3:88])[C@@H:66]5[C@@H:83]([C@H:84]([OH:86])[CH3:85])[C:82](=[O:87])[N:67]5[C:68]=4[C:69]([O:71][CH2:72][C:73]4[CH:78]=[CH:77][C:76]([N+:79]([O-:81])=[O:80])=[CH:75][CH:74]=4)=[O:70])[S:61][C:60]=23)=[O:55])[CH2:37]1)(C(C)(C)C)(C)C.C(=O)([O-])O.[Na+]. Product: [OH:35][C@H:36]1[CH2:40][N:39]([C:41]([O:43][CH2:44][C:45]2[CH:46]=[CH:47][C:48]([N+:51]([O-:53])=[O:52])=[CH:49][CH:50]=2)=[O:42])[C@H:38]([C:54]([C:56]2[N:57]=[CH:58][N:59]3[CH:63]=[C:62]([C:64]4[C@H:65]([CH3:88])[C@@H:66]5[C@@H:83]([C@H:84]([OH:86])[CH3:85])[C:82](=[O:87])[N:67]5[C:68]=4[C:69]([O:71][CH2:72][C:73]4[CH:74]=[CH:75][C:76]([N+:79]([O-:81])=[O:80])=[CH:77][CH:78]=4)=[O:70])[S:61][C:60]=23)=[O:55])[CH2:37]1. The catalyst class is: 220. (3) Reactant: [N:1]1[C:10]2[C:5](=[CH:6][CH:7]=[CH:8][CH:9]=2)[CH:4]=[C:3]([CH2:11][S:12]([CH2:15][C@@H:16]([N:23]([C:32](OC(C)(C)C)=[O:33])[O:24]C(OC(C)(C)C)=O)[C:17]2[CH:22]=[CH:21][CH:20]=[CH:19][CH:18]=2)(=[O:14])=[O:13])[CH:2]=1.FC(F)(F)C(O)=O. Product: [C:17]1([C@H:16]([N:23]([OH:24])[CH:32]=[O:33])[CH2:15][S:12]([CH2:11][C:3]2[CH:2]=[N:1][C:10]3[C:5]([CH:4]=2)=[CH:6][CH:7]=[CH:8][CH:9]=3)(=[O:13])=[O:14])[CH:22]=[CH:21][CH:20]=[CH:19][CH:18]=1. The catalyst class is: 4. (4) Reactant: [NH:1]1[CH2:6][CH2:5][CH2:4][CH:3]([CH2:7][NH:8][C:9]([C:11]2[N:12]=[N:13][N:14]([C:16]3[CH:21]=[C:20]([C:22](=[O:41])[NH:23][C:24]4[CH:29]=[C:28]([C:30]([CH3:33])([CH3:32])[CH3:31])[CH:27]=[C:26]([NH:34][S:35]([CH3:38])(=[O:37])=[O:36])[C:25]=4[O:39][CH3:40])[CH:19]=[CH:18][C:17]=3[CH3:42])[CH:15]=2)=[O:10])[CH2:2]1.C=O.[C:45]([BH3-])#N.[Na+]. Product: [CH3:45][N:1]1[CH2:6][CH2:5][CH2:4][CH:3]([CH2:7][NH:8][C:9]([C:11]2[N:12]=[N:13][N:14]([C:16]3[CH:21]=[C:20]([C:22](=[O:41])[NH:23][C:24]4[CH:29]=[C:28]([C:30]([CH3:31])([CH3:32])[CH3:33])[CH:27]=[C:26]([NH:34][S:35]([CH3:38])(=[O:36])=[O:37])[C:25]=4[O:39][CH3:40])[CH:19]=[CH:18][C:17]=3[CH3:42])[CH:15]=2)=[O:10])[CH2:2]1. The catalyst class is: 100. (5) Reactant: [C:1]([O:5][C:6](=[O:25])[NH:7][C@H:8]([C:10](=O)[NH:11][C:12]1[CH:17]=[CH:16][C:15]([F:18])=[C:14]([Br:19])[C:13]=1[NH:20][CH:21]1[CH2:23][CH2:22]1)[CH3:9])([CH3:4])([CH3:3])[CH3:2]. Product: [C:1]([O:5][C:6](=[O:25])[NH:7][C@H:8]([C:10]1[N:20]([CH:21]2[CH2:23][CH2:22]2)[C:13]2[C:14]([Br:19])=[C:15]([F:18])[CH:16]=[CH:17][C:12]=2[N:11]=1)[CH3:9])([CH3:4])([CH3:3])[CH3:2]. The catalyst class is: 52. (6) Reactant: COC1C=CC(P2(SP(C3C=CC(OC)=CC=3)(=S)S2)=[S:10])=CC=1.[CH3:23][O:24][C:25]1[CH:30]=[CH:29][C:28]([C:31]2[C:36]([C:37]3[CH:42]=[CH:41][C:40]([O:43][CH3:44])=[CH:39][CH:38]=3)=[N:35][N:34]([CH2:45][CH:46]=[CH:47][C:48]3[CH:53]=[CH:52][C:51]([Cl:54])=[CH:50][CH:49]=3)[C:33](=O)[CH:32]=2)=[CH:27][CH:26]=1.C(=O)([O-])O.[Na+]. Product: [CH3:23][O:24][C:25]1[CH:30]=[CH:29][C:28]([C:31]2[C:36]([C:37]3[CH:42]=[CH:41][C:40]([O:43][CH3:44])=[CH:39][CH:38]=3)=[N:35][N:34]([CH2:45][CH:46]=[CH:47][C:48]3[CH:53]=[CH:52][C:51]([Cl:54])=[CH:50][CH:49]=3)[C:33](=[S:10])[CH:32]=2)=[CH:27][CH:26]=1. The catalyst class is: 11. (7) Reactant: [I:1][C:2]1[CH:3]=[C:4]([CH:6]=[CH:7][CH:8]=1)[NH2:5].[C:9]([O:15][CH2:16][CH3:17])(=[O:14])[CH2:10][C:11]([CH3:13])=O.Cl.O. Product: [CH2:16]([O:15][C:9](=[O:14])[CH:10]=[C:11]([NH:5][C:4]1[CH:6]=[CH:7][CH:8]=[C:2]([I:1])[CH:3]=1)[CH3:13])[CH3:17]. The catalyst class is: 48. (8) Reactant: Cl[C:2]1[CH:17]=[C:16]([CH:18]2[CH2:20][CH2:19]2)[C:5]([C:6]([NH:8][CH2:9][CH:10]2[CH2:15][CH2:14][O:13][CH2:12][CH2:11]2)=[O:7])=[CH:4][N:3]=1.[Br:21][C:22]1[CH:28]=[CH:27][C:26]([F:29])=[CH:25][C:23]=1[NH2:24].C(=O)([O-])[O-].[Cs+].[Cs+].C1(P(C2C=CC=CC=2)C2C3OC4C(=CC=CC=4P(C4C=CC=CC=4)C4C=CC=CC=4)C(C)(C)C=3C=CC=2)C=CC=CC=1. Product: [Br:21][C:22]1[CH:28]=[CH:27][C:26]([F:29])=[CH:25][C:23]=1[NH:24][C:2]1[CH:17]=[C:16]([CH:18]2[CH2:20][CH2:19]2)[C:5]([C:6]([NH:8][CH2:9][CH:10]2[CH2:15][CH2:14][O:13][CH2:12][CH2:11]2)=[O:7])=[CH:4][N:3]=1. The catalyst class is: 12.